Dataset: Forward reaction prediction with 1.9M reactions from USPTO patents (1976-2016). Task: Predict the product of the given reaction. (1) Given the reactants [CH3:1][Si:2]([CH3:39])([CH3:38])[CH2:3][CH2:4][O:5][CH2:6][N:7]([CH2:30][O:31][CH2:32][CH2:33][Si:34]([CH3:37])([CH3:36])[CH3:35])[C:8]1[N:13]2[N:14]=[CH:15][C:16]([I:17])=[C:12]2[N:11]=[C:10]([CH:18]2[CH2:23]C[CH:21]([CH2:24][C:25](OCC)=O)[CH2:20][CH2:19]2)[CH:9]=1.C[Si](C)(C)CCOC[N:46](COCC[Si](C)(C)C)C1N2N=CC=C2N=C(C2CCCC(CC(OCC)=O)C2)C=1.C[Si](C)(C)CCOCN(COCC[Si](C)(C)C)C1N2N=CC=C2N=C(C2CCC(CC(OCC)=O)CC2)C=1, predict the reaction product. The product is: [CH3:38][Si:2]([CH3:1])([CH3:39])[CH2:3][CH2:4][O:5][CH2:6][N:7]([CH2:30][O:31][CH2:32][CH2:33][Si:34]([CH3:35])([CH3:36])[CH3:37])[C:8]1[N:13]2[N:14]=[CH:15][C:16]([I:17])=[C:12]2[N:11]=[C:10]([CH:18]2[CH2:19][CH2:20][CH:21]([CH2:24][C:25]#[N:46])[CH2:23]2)[CH:9]=1. (2) Given the reactants C([O:8][N:9]([CH:21]=[O:22])[CH2:10][C@@H:11]([CH2:15][CH:16]1[CH2:20][CH2:19][CH2:18][CH2:17]1)[C:12]([OH:14])=O)C1C=CC=CC=1.Cl.[NH2:24][C@@H:25]([C:45]([CH3:48])([CH3:47])[CH3:46])[C:26]([N:28]1[CH2:33][CH2:32][CH:31]([NH:34][C:35](=[O:44])[C:36]2[CH:41]=[CH:40][C:39]([O:42][CH3:43])=[CH:38][CH:37]=2)[CH2:30][CH2:29]1)=[O:27], predict the reaction product. The product is: [CH:16]1([CH2:15][C@H:11]([CH2:10][N:9]([CH:21]=[O:22])[OH:8])[C:12]([NH:24][C@@H:25]([C:45]([CH3:48])([CH3:47])[CH3:46])[C:26]([N:28]2[CH2:33][CH2:32][CH:31]([NH:34][C:35](=[O:44])[C:36]3[CH:37]=[CH:38][C:39]([O:42][CH3:43])=[CH:40][CH:41]=3)[CH2:30][CH2:29]2)=[O:27])=[O:14])[CH2:17][CH2:18][CH2:19][CH2:20]1. (3) The product is: [CH:5]1[C:14]2[C:9](=[CH:10][CH:11]=[CH:12][CH:13]=2)[CH:8]=[CH:7][C:6]=1[C:15]([C:17]1[CH:19]=[CH:15][C:6]2[C:5](=[CH:14][CH:9]=[CH:8][CH:7]=2)[CH:18]=1)=[O:16]. Given the reactants [N-]=[N+]=[N-].[Na+].[CH:5]1[C:14]2[C:9](=[CH:10][CH:11]=[CH:12][CH:13]=2)[CH:8]=[CH:7][C:6]=1[C:15]([C:17](Br)([CH3:19])[CH3:18])=[O:16].CS(C)=O, predict the reaction product. (4) Given the reactants [CH3:1][O:2][C:3](=[O:15])[C:4]1[CH:9]=[C:8](Br)[CH:7]=[C:6]([N+:11]([O-:13])=[O:12])[C:5]=1[NH2:14].[CH2:16]([Sn](CCCC)(CCCC)C=CC)[CH2:17][CH2:18]C.[F-].[K+], predict the reaction product. The product is: [CH3:1][O:2][C:3](=[O:15])[C:4]1[CH:9]=[C:8]([CH:16]=[CH:17][CH3:18])[CH:7]=[C:6]([N+:11]([O-:13])=[O:12])[C:5]=1[NH2:14].